From a dataset of Forward reaction prediction with 1.9M reactions from USPTO patents (1976-2016). Predict the product of the given reaction. (1) Given the reactants [C:1]1(=[O:7])[O:6][C:4](=[O:5])[CH2:3][CH2:2]1.CCN(CC)CC.[F:15][C:16]1[CH:25]=[C:24]2[C:19]([CH2:20][CH2:21][NH:22][CH:23]2[C:26]2[CH:31]=[CH:30][CH:29]=[CH:28][CH:27]=2)=[CH:18][CH:17]=1.CCCCCCC, predict the reaction product. The product is: [F:15][C:16]1[CH:25]=[C:24]2[C:19]([CH2:20][CH2:21][N:22]([C:1](=[O:7])[CH2:2][CH2:3][C:4]([OH:6])=[O:5])[CH:23]2[C:26]2[CH:27]=[CH:28][CH:29]=[CH:30][CH:31]=2)=[CH:18][CH:17]=1. (2) Given the reactants [C:1]([C:5]1[O:9][C:8]([C:10]2[C:11]([NH2:28])=[N:12][CH:13]=[C:14]([C:16]3[N:20]([CH3:21])[N:19]=[C:18]([CH:22]4[CH2:27][CH2:26][NH:25][CH2:24][CH2:23]4)[N:17]=3)[N:15]=2)=[N:7][N:6]=1)([CH3:4])([CH3:3])[CH3:2].[OH:29][CH2:30][C@@H:31]([CH3:35])[C:32](O)=[O:33], predict the reaction product. The product is: [NH2:28][C:11]1[N:12]=[CH:13][C:14]([C:16]2[N:20]([CH3:21])[N:19]=[C:18]([CH:22]3[CH2:23][CH2:24][N:25]([C:30](=[O:29])[C@H:31]([CH3:35])[CH2:32][OH:33])[CH2:26][CH2:27]3)[N:17]=2)=[N:15][C:10]=1[C:8]1[O:9][C:5]([C:1]([CH3:4])([CH3:2])[CH3:3])=[N:6][N:7]=1. (3) Given the reactants [F:1][C:2]([F:26])([F:25])[C:3]1[CH:4]=[C:5]([NH:13][C:14]2[C:23]3[C:18](=[CH:19][CH:20]=[CH:21][CH:22]=3)[C:17](Cl)=[N:16][N:15]=2)[CH:6]=[C:7]([C:9]([F:12])([F:11])[F:10])[CH:8]=1.[F:27][C:28]1[CH:33]=[C:32](B2OC(C)(C)C(C)(C)O2)[CH:31]=[CH:30][C:29]=1[C:43](=[O:45])[CH3:44].[O-]P([O-])([O-])=O.[K+].[K+].[K+].[OH-].[Na+], predict the reaction product. The product is: [F:1][C:2]([F:26])([F:25])[C:3]1[CH:4]=[C:5]([NH:13][C:14]2[C:23]3[C:18](=[CH:19][CH:20]=[CH:21][CH:22]=3)[C:17]([C:32]3[CH:31]=[CH:30][C:29]([C:43](=[O:45])[CH3:44])=[C:28]([F:27])[CH:33]=3)=[N:16][N:15]=2)[CH:6]=[C:7]([C:9]([F:12])([F:11])[F:10])[CH:8]=1. (4) Given the reactants C[Al](C)C.[NH2:5][C:6]1[CH:11]=[CH:10][CH:9]=[CH:8][CH:7]=1.C([O:14][C:15]([C:17]1[N:21]2[N:22]=[C:23]([Cl:31])[C:24]([CH:26]3[CH2:30][CH2:29][CH2:28][CH2:27]3)=[CH:25][C:20]2=[N:19][CH:18]=1)=O)C, predict the reaction product. The product is: [C:6]1([NH:5][C:15]([C:17]2[N:21]3[N:22]=[C:23]([Cl:31])[C:24]([CH:26]4[CH2:30][CH2:29][CH2:28][CH2:27]4)=[CH:25][C:20]3=[N:19][CH:18]=2)=[O:14])[CH:11]=[CH:10][CH:9]=[CH:8][CH:7]=1. (5) Given the reactants [NH2:1][C:2]1[CH:7]=[C:6]([F:8])[C:5]([Cl:9])=[CH:4][C:3]=1[C:10]([C:12]1[CH:17]=[CH:16][CH:15]=[CH:14][CH:13]=1)=O.[CH:18]1([C:24](=O)[CH2:25][C:26]#[N:27])[CH2:23][CH2:22][CH2:21][CH2:20][CH2:19]1, predict the reaction product. The product is: [Cl:9][C:5]1[CH:4]=[C:3]2[C:2](=[CH:7][C:6]=1[F:8])[N:1]=[C:24]([CH:18]1[CH2:23][CH2:22][CH2:21][CH2:20][CH2:19]1)[C:25]([C:26]#[N:27])=[C:10]2[C:12]1[CH:17]=[CH:16][CH:15]=[CH:14][CH:13]=1. (6) Given the reactants [CH2:1]([CH:3]1[CH2:8][CH2:7][CH:6]([CH2:9][CH2:10][CH:11]=[O:12])[CH2:5][CH2:4]1)[CH3:2].C(C1C=CC(C=O)=CC=1)C, predict the reaction product. The product is: [CH2:1]([C:3]1[CH:8]=[CH:7][C:6]([CH2:9][CH2:10][CH:11]=[O:12])=[CH:5][CH:4]=1)[CH3:2]. (7) The product is: [CH3:1][C:2]1[C:11]([OH:12])=[CH:10][CH:9]=[C:8]2[C:3]=1[CH2:4][CH2:5][NH:6][CH2:7]2. Given the reactants [CH3:1][C:2]1[C:11]([O:12]C)=[CH:10][CH:9]=[C:8]2[C:3]=1[CH2:4][CH2:5][N:6](C=O)[CH2:7]2.B(Br)(Br)Br.CO, predict the reaction product. (8) The product is: [CH3:13][C:14]1[N:15]([C:20]2[N:25]=[C:24]([CH2:26][C:27]([N:9]3[C:10]4[C:6](=[CH:5][C:4]([N+:1]([O-:3])=[O:2])=[CH:12][CH:11]=4)[CH2:7][CH2:8]3)=[O:28])[CH:23]=[CH:22][CH:21]=2)[C:16]([CH3:19])=[CH:17][CH:18]=1. Given the reactants [N+:1]([C:4]1[CH:5]=[C:6]2[C:10](=[CH:11][CH:12]=1)[NH:9][CH2:8][CH2:7]2)([O-:3])=[O:2].[CH3:13][C:14]1[N:15]([C:20]2[N:25]=[C:24]([CH2:26][C:27](O)=[O:28])[CH:23]=[CH:22][CH:21]=2)[C:16]([CH3:19])=[CH:17][CH:18]=1.C1CN([P+](ON2N=NC3C=CC=CC2=3)(N2CCCC2)N2CCCC2)CC1.F[P-](F)(F)(F)(F)F.C(N(C(C)C)CC)(C)C, predict the reaction product. (9) Given the reactants [OH:1][C:2]1[CH:9]=[CH:8][C:5]([CH:6]=[O:7])=[CH:4][CH:3]=1.FC(F)(F)S(O[CH2:16][CH:17]([F:19])[F:18])(=O)=O.C([O-])([O-])=O.[Cs+].[Cs+].O, predict the reaction product. The product is: [F:18][CH:17]([F:19])[CH2:16][O:1][C:2]1[CH:9]=[CH:8][C:5]([CH:6]=[O:7])=[CH:4][CH:3]=1. (10) The product is: [CH2:24]([C:26]1[CH:31]=[CH:30][CH:29]=[CH:28][C:27]=1[C:10]1[CH:11]=[C:12]([F:15])[CH:13]=[CH:14][C:9]=1[O:8][CH2:7][C:6]([OH:5])=[O:17])[CH3:25]. Given the reactants C([O:5][C:6](=[O:17])[CH2:7][O:8][C:9]1[CH:14]=[CH:13][C:12]([F:15])=[CH:11][C:10]=1Br)(C)(C)C.C([O-])([O-])=O.[Na+].[Na+].[CH2:24]([C:26]1[CH:31]=[CH:30][CH:29]=[CH:28][C:27]=1B(O)O)[CH3:25], predict the reaction product.